The task is: Predict the product of the given reaction.. This data is from Forward reaction prediction with 1.9M reactions from USPTO patents (1976-2016). Given the reactants [NH:1]1[C:9]2[CH2:8][CH2:7][NH:6][CH2:5][C:4]=2[CH:3]=[N:2]1.C([O-])([O-])=O.[Cs+].[Cs+].Br[CH2:17][C:18]([O:20][CH2:21][C:22]1[CH:27]=[CH:26][CH:25]=[CH:24][CH:23]=1)=[O:19], predict the reaction product. The product is: [CH2:21]([O:20][C:18](=[O:19])[CH2:17][N:6]1[CH2:7][CH2:8][C:9]2[NH:1][N:2]=[CH:3][C:4]=2[CH2:5]1)[C:22]1[CH:27]=[CH:26][CH:25]=[CH:24][CH:23]=1.